The task is: Predict which catalyst facilitates the given reaction.. This data is from Catalyst prediction with 721,799 reactions and 888 catalyst types from USPTO. (1) Reactant: Br[CH2:2][C:3]([C:5]1[CH:10]=[CH:9][C:8]([F:11])=[C:7]([C:12]([F:15])([F:14])[F:13])[CH:6]=1)=[O:4].[N-:16]=[N+]=[N-].[Na+].C1(P(C2C=CC=CC=2)C2C=CC=CC=2)C=CC=CC=1.O.C1(C)C=CC(S(O)(=O)=O)=CC=1. Product: [NH2:16][CH2:2][C:3]([C:5]1[CH:10]=[CH:9][C:8]([F:11])=[C:7]([C:12]([F:15])([F:14])[F:13])[CH:6]=1)=[O:4]. The catalyst class is: 90. (2) Reactant: Br[C:2]1[CH:3]=[C:4]([NH:10][C:11]2[CH:16]=[CH:15][C:14]([O:17][CH:18]3[CH2:21][N:20]([CH3:22])[CH2:19]3)=[CH:13][N:12]=2)[C:5](=[O:9])[N:6]([CH3:8])[CH:7]=1.[C:23]([O:26][CH2:27][C:28]1[C:29]([N:37]2[CH2:48][CH2:47][N:46]3[C:39](=[CH:40][C:41]4[CH2:42][C:43]([CH3:50])([CH3:49])[CH2:44][C:45]=43)[C:38]2=[O:51])=[N:30][CH:31]=[CH:32][C:33]=1B(O)O)(=[O:25])[CH3:24].[O-]P([O-])([O-])=O.[K+].[K+].[K+].O.O.O.C([O-])(=O)C.[Na+]. Product: [C:23]([O:26][CH2:27][C:28]1[C:29]([N:37]2[CH2:48][CH2:47][N:46]3[C:39](=[CH:40][C:41]4[CH2:42][C:43]([CH3:50])([CH3:49])[CH2:44][C:45]=43)[C:38]2=[O:51])=[N:30][CH:31]=[CH:32][C:33]=1[C:2]1[CH:3]=[C:4]([NH:10][C:11]2[CH:16]=[CH:15][C:14]([O:17][CH:18]3[CH2:21][N:20]([CH3:22])[CH2:19]3)=[CH:13][N:12]=2)[C:5](=[O:9])[N:6]([CH3:8])[CH:7]=1)(=[O:25])[CH3:24]. The catalyst class is: 543. (3) Reactant: [CH:1]1[C:6]([C:7]2[CH:12]=[CH:11][C:10]3[C:13]([O:15][C:16](=[O:17])[C:9]=3[CH:8]=2)=[O:14])=[CH:5][C:4]2[C:18]([O:20][C:21](=[O:22])[C:3]=2[CH:2]=1)=[O:19].C1(C2C=CC(C(O)=O)=C(C(O)=O)C=2)C=CC(C(O)=O)=C(C(O)=O)C=1. Product: [CH:12]1[C:7]2[C:6]3[CH:1]=[CH:2][C:3]4[C:21]([O:20][C:18](=[O:19])[C:10](=[C:9]([C:16](=[O:17])[O:15][C:13](=[O:14])[C:4]=4[CH:5]=3)[CH:8]=2)[CH:11]=1)=[O:22]. The catalyst class is: 292. (4) The catalyst class is: 3. Reactant: [H-].[Na+].Cl[C:4]1[N:5]([CH2:12][C@:13]([OH:20])([CH3:19])[CH2:14][O:15][CH2:16][O:17][CH3:18])[CH:6]=[C:7]([N+:9]([O-:11])=[O:10])[N:8]=1. Product: [CH3:18][O:17][CH2:16][O:15][CH2:14][C@:13]1([CH3:19])[O:20][C:4]2=[N:8][C:7]([N+:9]([O-:11])=[O:10])=[CH:6][N:5]2[CH2:12]1. (5) Reactant: [F:1][C:2]1[CH:3]=[C:4]([N:9]2[CH2:14][CH2:13][O:12][CH2:11][CH2:10]2)[CH:5]=[C:6]([F:8])[CH:7]=1.CN(CCN(C)C)C.[Li]CCCC.CN([CH:31]=[O:32])C. Product: [F:1][C:2]1[CH:3]=[C:4]([N:9]2[CH2:14][CH2:13][O:12][CH2:11][CH2:10]2)[CH:5]=[C:6]([F:8])[C:7]=1[CH:31]=[O:32]. The catalyst class is: 20. (6) Reactant: [NH2:1][C:2]1[C:3]2[N:4]([C:12]([C:15]([N:17]3[CH2:22][C@@H:21]4[CH2:23][C@H:18]3[CH2:19][O:20]4)=[O:16])=[CH:13][N:14]=2)[CH:5]=[C:6]([C:8]([F:11])([F:10])[F:9])[CH:7]=1.[CH:24](=O)[CH:25]=O.[Cl-].[NH4+:29].[CH2:30]=O.P(=O)(O)(O)O.[OH-].[Na+]. The catalyst class is: 5. Product: [N:1]1([C:2]2[C:3]3[N:4]([C:12]([C:15]([N:17]4[CH2:22][C@@H:21]5[CH2:23][C@H:18]4[CH2:19][O:20]5)=[O:16])=[CH:13][N:14]=3)[CH:5]=[C:6]([C:8]([F:9])([F:10])[F:11])[CH:7]=2)[CH:25]=[CH:24][N:29]=[CH:30]1.